Dataset: Reaction yield outcomes from USPTO patents with 853,638 reactions. Task: Predict the reaction yield, written as a fraction of the theoretical maximum amount of product (1.0 means a 100% yield; for example, 0.34 means a 34% yield). The reactants are [F:1][C:2]([F:9])([CH3:8])[CH2:3][CH2:4][C:5]([OH:7])=O.CN(C=O)C.C(Cl)(=O)C(Cl)=O.[CH2:21]([C@H:28]1[CH2:32][O:31][C:30](=[O:33])[NH:29]1)[C:22]1[CH:27]=[CH:26][CH:25]=[CH:24][CH:23]=1.[Li]CCCC. The catalyst is C(Cl)Cl.C1COCC1. The product is [CH2:21]([C@H:28]1[CH2:32][O:31][C:30](=[O:33])[N:29]1[C:5](=[O:7])[CH2:4][CH2:3][C:2]([F:1])([F:9])[CH3:8])[C:22]1[CH:23]=[CH:24][CH:25]=[CH:26][CH:27]=1. The yield is 0.451.